Task: Predict the reactants needed to synthesize the given product.. Dataset: Full USPTO retrosynthesis dataset with 1.9M reactions from patents (1976-2016) Given the product [F:56][C:57]1[CH:62]=[CH:61][C:60]([C@H:38]([NH:37][C:35]([NH:29][C:26]2[N:25]=[CH:24][C:23]3[CH:22]=[N:21][N:20]([C:1]([C:2]4[CH:3]=[CH:4][CH:5]=[CH:6][CH:7]=4)([C:8]4[CH:13]=[CH:12][CH:11]=[CH:10][CH:9]=4)[C:14]4[CH:19]=[CH:18][CH:17]=[CH:16][CH:15]=4)[C:28]=3[CH:27]=2)=[O:36])[CH3:39])=[CH:59][CH:58]=1, predict the reactants needed to synthesize it. The reactants are: [C:1]([N:20]1[C:28]2[CH:27]=[C:26]([NH2:29])[N:25]=[CH:24][C:23]=2[CH:22]=[N:21]1)([C:14]1[CH:19]=[CH:18][CH:17]=[CH:16][CH:15]=1)([C:8]1[CH:13]=[CH:12][CH:11]=[CH:10][CH:9]=1)[C:2]1[CH:7]=[CH:6][CH:5]=[CH:4][CH:3]=1.C1N=CN([C:35]([N:37]2C=N[CH:39]=[CH:38]2)=[O:36])C=1.CCN(C(C)C)C(C)C.N1C=CN=C1.[F:56][C:57]1[CH:62]=[CH:61][C:60]([C@H](N)C)=[CH:59][CH:58]=1.